This data is from Reaction yield outcomes from USPTO patents with 853,638 reactions. The task is: Predict the reaction yield, written as a fraction of the theoretical maximum amount of product (1.0 means a 100% yield; for example, 0.34 means a 34% yield). The catalyst is C1C=CC([P]([Pd]([P](C2C=CC=CC=2)(C2C=CC=CC=2)C2C=CC=CC=2)([P](C2C=CC=CC=2)(C2C=CC=CC=2)C2C=CC=CC=2)[P](C2C=CC=CC=2)(C2C=CC=CC=2)C2C=CC=CC=2)(C2C=CC=CC=2)C2C=CC=CC=2)=CC=1.C(O)C. The reactants are BrC1C=CC([C:8]2[CH:21]=[CH:20][C:19]3[C:10](=[C:11]([C:28]4[CH:33]=[CH:32][CH:31]=[CH:30][CH:29]=4)[C:12]4[C:17]([C:18]=3[C:22]3[CH:27]=[CH:26][CH:25]=[CH:24][CH:23]=3)=[CH:16][CH:15]=[CH:14][CH:13]=4)[CH:9]=2)=CC=1.[CH:34]1[C:50]2[C:42]3[C:43]4[CH:49]=[CH:48][CH:47]=[CH:46][C:44]=4OC=3C(B(O)O)=[CH:39][C:38]=2[CH:37]=[CH:36][CH:35]=1.[C:54]1([CH3:60])[CH:59]=[CH:58][CH:57]=[CH:56][CH:55]=1.[C:61](=[O:64])([O-])[O-].[Na+].[Na+]. The product is [C:28]1([C:11]2[C:23]3[C:22]([C:18]([C:17]4[CH:12]=[CH:13][CH:14]=[CH:15][CH:16]=4)=[C:19]4[C:10]=2[CH:9]=[C:8]([C:57]2[CH:58]=[CH:59][C:54]([C:60]5[C:61]6[O:64][C:44]7[CH:46]=[CH:47][CH:48]=[CH:49][C:43]=7[C:42]=6[C:50]6[CH:34]=[CH:35][CH:36]=[CH:37][C:38]=6[CH:39]=5)=[CH:55][CH:56]=2)[CH:21]=[CH:20]4)=[CH:27][CH:26]=[CH:25][CH:24]=3)[CH:29]=[CH:30][CH:31]=[CH:32][CH:33]=1. The yield is 0.620.